This data is from Full USPTO retrosynthesis dataset with 1.9M reactions from patents (1976-2016). The task is: Predict the reactants needed to synthesize the given product. (1) Given the product [C:28]([O:1][C@H:2]1[CH2:19][CH2:18][C@@:17]2([CH3:20])[C:4](=[CH:5][CH2:6][C@@H:7]3[C@@H:16]2[CH2:15][CH2:14][C@@:12]2([CH3:13])[C@H:8]3[CH2:9][CH2:10][C@@H:11]2[O:21][C:26](=[O:35])[CH3:27])[CH2:3]1)(=[O:30])[CH3:29], predict the reactants needed to synthesize it. The reactants are: [OH:1][C@H:2]1[CH2:19][CH2:18][C@@:17]2([CH3:20])[C:4](=[CH:5][CH2:6][C@@H:7]3[C@@H:16]2[CH2:15][CH2:14][C@@:12]2([CH3:13])[C@H:8]3[CH2:9][CH2:10][C@@H:11]2[OH:21])[CH2:3]1.N1[CH:27]=[CH:26]C=CC=1.[C:28](OC(=O)C)(=[O:30])[CH3:29].[OH2:35]. (2) Given the product [C:22]([O:21][C:19]([N:16]1[CH2:17][CH2:18][C@@H:14]([N:8]2[C:4]3=[N:5][CH:6]=[N:7][C:2]([NH2:1])=[C:3]3[C:10]([C:11](=[O:13])[NH:40][C:38]3[O:39][C:35]4[CH:34]=[CH:33][C:32]([C:26]5[CH:31]=[CH:30][CH:29]=[CH:28][CH:27]=5)=[CH:41][C:36]=4[N:37]=3)=[N:9]2)[CH2:15]1)=[O:20])([CH3:25])([CH3:23])[CH3:24], predict the reactants needed to synthesize it. The reactants are: [NH2:1][C:2]1[N:7]=[CH:6][N:5]=[C:4]2[N:8]([C@@H:14]3[CH2:18][CH2:17][N:16]([C:19]([O:21][C:22]([CH3:25])([CH3:24])[CH3:23])=[O:20])[CH2:15]3)[N:9]=[C:10]([C:11]([OH:13])=O)[C:3]=12.[C:26]1([C:32]2[CH:33]=[CH:34][C:35]3[O:39][C:38]([NH2:40])=[N:37][C:36]=3[CH:41]=2)[CH:31]=[CH:30][CH:29]=[CH:28][CH:27]=1.C[Si](C)(C)N[Si](C)(C)C.[Li]. (3) Given the product [ClH:41].[NH2:31][CH:28]1[CH2:29][CH2:30][N:25]([C:23]([C:22]2[CH:21]=[CH:20][C:19]([C:16]3[N:17]=[CH:18][C:13]4[N:14]([C:10]([C:7]5[CH:6]=[CH:5][C:4]([C:1]([NH2:2])=[O:3])=[CH:9][CH:8]=5)=[CH:11][N:12]=4)[CH:15]=3)=[CH:40][CH:39]=2)=[O:24])[CH2:26][CH2:27]1, predict the reactants needed to synthesize it. The reactants are: [C:1]([C:4]1[CH:9]=[CH:8][C:7]([C:10]2[N:14]3[CH:15]=[C:16]([C:19]4[CH:40]=[CH:39][C:22]([C:23]([N:25]5[CH2:30][CH2:29][CH:28]([NH:31]C(=O)OC(C)(C)C)[CH2:27][CH2:26]5)=[O:24])=[CH:21][CH:20]=4)[N:17]=[CH:18][C:13]3=[N:12][CH:11]=2)=[CH:6][CH:5]=1)(=[O:3])[NH2:2].[ClH:41].O1CCOCC1. (4) Given the product [O:1]1[C:5]2[CH:6]=[CH:7][CH:8]=[CH:9][C:4]=2[N:3]=[C:2]1[S:10][CH2:11][CH2:12][CH2:13][N:14]1[CH2:19][CH2:18][N:17]([CH2:20][C:21]([NH:23][C:24]2[C:29]([CH:30]([CH3:32])[CH3:31])=[CH:28][CH:27]=[C:26]([O:33][CH3:37])[C:25]=2[CH:34]([CH3:36])[CH3:35])=[O:22])[CH2:16][CH2:15]1, predict the reactants needed to synthesize it. The reactants are: [O:1]1[C:5]2[CH:6]=[CH:7][CH:8]=[CH:9][C:4]=2[N:3]=[C:2]1[S:10][CH2:11][CH2:12][CH2:13][N:14]1[CH2:19][CH2:18][N:17]([CH2:20][C:21]([NH:23][C:24]2[C:29]([CH:30]([CH3:32])[CH3:31])=[CH:28][CH:27]=[C:26]([OH:33])[C:25]=2[CH:34]([CH3:36])[CH3:35])=[O:22])[CH2:16][CH2:15]1.[CH:37](N(CC)C(C)C)(C)C.C[Si](C=[N+]=[N-])(C)C.CCCCCC. (5) Given the product [CH:1]1([C:4]2[C:9](=[O:10])[NH:8][C:7]([CH:12]([C:20]3[CH:21]=[CH:22][C:23]4[O:27][CH2:26][CH2:25][C:24]=4[CH:28]=3)[CH2:13][C@H:14]3[CH2:15][CH2:16][C:17](=[O:19])[NH:18]3)=[CH:6][CH:5]=2)[CH2:3][CH2:2]1, predict the reactants needed to synthesize it. The reactants are: [CH:1]1([C:4]2[CH:5]=[CH:6][C:7]([CH:12]([C:20]3[CH:21]=[CH:22][C:23]4[O:27][CH2:26][CH2:25][C:24]=4[CH:28]=3)[CH2:13][C@@H:14]3[NH:18][C:17](=[O:19])[CH2:16][CH2:15]3)=[N:8][C:9]=2[O:10]C)[CH2:3][CH2:2]1.CCCCCC.